From a dataset of Catalyst prediction with 721,799 reactions and 888 catalyst types from USPTO. Predict which catalyst facilitates the given reaction. (1) Reactant: [Cl:1][C:2]1[CH:3]=[C:4]([C:12]([NH:14][C@@H:15]([CH2:21][C:22]2[CH:27]=[CH:26][C:25]([C:28]3[N:29]=[C:30]4[C:35]([CH3:36])=[CH:34][CH:33]=[CH:32][N:31]4[CH:37]=3)=[CH:24][CH:23]=2)[CH2:16][CH2:17][C:18]([OH:20])=O)=[O:13])[CH:5]=[CH:6][C:7]=1[O:8][CH:9]([CH3:11])[CH3:10].C([N:40](CC)CC)C.ClC(OCC)=O. Product: [NH2:40][C:18](=[O:20])[CH2:17][CH2:16][C@@H:15]([NH:14][C:12](=[O:13])[C:4]1[CH:5]=[CH:6][C:7]([O:8][CH:9]([CH3:10])[CH3:11])=[C:2]([Cl:1])[CH:3]=1)[CH2:21][C:22]1[CH:23]=[CH:24][C:25]([C:28]2[N:29]=[C:30]3[C:35]([CH3:36])=[CH:34][CH:33]=[CH:32][N:31]3[CH:37]=2)=[CH:26][CH:27]=1. The catalyst class is: 1. (2) Reactant: O.[OH-].[Li+].[C:4]([CH2:6][C:7]1([N:22]2[CH:26]=[C:25]([C:27]3[C:28]4[CH:35]=[CH:34][N:33]([CH2:36][O:37][CH2:38][CH2:39][Si:40]([CH3:43])([CH3:42])[CH3:41])[C:29]=4[N:30]=[CH:31][N:32]=3)[CH:24]=[N:23]2)[CH2:10][N:9]([C:11]2[CH:20]=[CH:19][C:14]([C:15]([O:17]C)=[O:16])=[CH:13][C:12]=2[F:21])[CH2:8]1)#[N:5].Cl. Product: [C:4]([CH2:6][C:7]1([N:22]2[CH:26]=[C:25]([C:27]3[C:28]4[CH:35]=[CH:34][N:33]([CH2:36][O:37][CH2:38][CH2:39][Si:40]([CH3:41])([CH3:43])[CH3:42])[C:29]=4[N:30]=[CH:31][N:32]=3)[CH:24]=[N:23]2)[CH2:8][N:9]([C:11]2[CH:20]=[CH:19][C:14]([C:15]([OH:17])=[O:16])=[CH:13][C:12]=2[F:21])[CH2:10]1)#[N:5]. The catalyst class is: 24.